This data is from Peptide-MHC class II binding affinity with 134,281 pairs from IEDB. The task is: Regression. Given a peptide amino acid sequence and an MHC pseudo amino acid sequence, predict their binding affinity value. This is MHC class II binding data. (1) The peptide sequence is QGQWRGAAGTAAQAA. The MHC is HLA-DPA10201-DPB11401 with pseudo-sequence HLA-DPA10201-DPB11401. The binding affinity (normalized) is 0.307. (2) The peptide sequence is NCVLKKSTNGLRIKS. The MHC is HLA-DPA10103-DPB10401 with pseudo-sequence HLA-DPA10103-DPB10401. The binding affinity (normalized) is 0.262. (3) The peptide sequence is GSSIGKLFTQTMKGV. The MHC is DRB4_0101 with pseudo-sequence DRB4_0103. The binding affinity (normalized) is 0.532. (4) The peptide sequence is AAATAGTTVIGAFAA. The MHC is HLA-DQA10501-DQB10301 with pseudo-sequence HLA-DQA10501-DQB10301. The binding affinity (normalized) is 0.669.